Regression. Given two drug SMILES strings and cell line genomic features, predict the synergy score measuring deviation from expected non-interaction effect. From a dataset of NCI-60 drug combinations with 297,098 pairs across 59 cell lines. (1) Drug 1: CN(C(=O)NC(C=O)C(C(C(CO)O)O)O)N=O. Drug 2: C1CCC(C(C1)N)N.C(=O)(C(=O)[O-])[O-].[Pt+4]. Cell line: DU-145. Synergy scores: CSS=-12.0, Synergy_ZIP=-6.43, Synergy_Bliss=-22.9, Synergy_Loewe=-62.9, Synergy_HSA=-31.5. (2) Drug 1: C1C(C(OC1N2C=C(C(=O)NC2=O)F)CO)O. Drug 2: CCCCCOC(=O)NC1=NC(=O)N(C=C1F)C2C(C(C(O2)C)O)O. Cell line: TK-10. Synergy scores: CSS=5.71, Synergy_ZIP=-0.684, Synergy_Bliss=0.478, Synergy_Loewe=-13.5, Synergy_HSA=-0.582. (3) Drug 1: CC1C(C(CC(O1)OC2CC(CC3=C2C(=C4C(=C3O)C(=O)C5=C(C4=O)C(=CC=C5)OC)O)(C(=O)C)O)N)O.Cl. Drug 2: CC=C1C(=O)NC(C(=O)OC2CC(=O)NC(C(=O)NC(CSSCCC=C2)C(=O)N1)C(C)C)C(C)C. Cell line: COLO 205. Synergy scores: CSS=74.9, Synergy_ZIP=1.02, Synergy_Bliss=1.88, Synergy_Loewe=0.483, Synergy_HSA=1.07.